Dataset: Full USPTO retrosynthesis dataset with 1.9M reactions from patents (1976-2016). Task: Predict the reactants needed to synthesize the given product. (1) Given the product [CH2:11]([O:10][C:5]1[CH:4]=[CH:3][C:2]([Cl:1])=[CH:9][C:6]=1[CH:7]=[O:8])[C:12]1[CH:17]=[CH:16][CH:15]=[CH:14][CH:13]=1, predict the reactants needed to synthesize it. The reactants are: [Cl:1][C:2]1[CH:9]=[C:6]([CH:7]=[O:8])[C:5]([OH:10])=[CH:4][CH:3]=1.[CH2:11](Br)[C:12]1[CH:17]=[CH:16][CH:15]=[CH:14][CH:13]=1.C(=O)([O-])[O-].[K+].[K+].CN(C)C=O. (2) The reactants are: B1[CH:6]2[CH2:7][CH2:8][CH2:9][CH:2]1[CH2:3][CH2:4][CH2:5]2.CCCCCC.[Br:16][C:17]1[CH:22]=CC(C=CCC)=CC=1.[OH-:27].[Na+].OO. Given the product [Br:16][C:17]1[CH:22]=[CH:3][CH:4]=[CH:5][C:6]=1[CH2:7][CH2:8][CH2:9][CH2:2][OH:27], predict the reactants needed to synthesize it. (3) Given the product [Br:1][C:2]1[CH:7]=[CH:6][C:5]([CH:8]=[O:9])=[C:4]([O:10][CH3:11])[CH:3]=1, predict the reactants needed to synthesize it. The reactants are: [Br:1][C:2]1[CH:7]=[CH:6][C:5]([CH2:8][OH:9])=[C:4]([O:10][CH3:11])[CH:3]=1. (4) Given the product [C:1]1([S:7]([C:8]2[CH:9]=[CH:10][C:11]([NH:14][C:15]3[S:16][CH:17]=[CH:18][N:19]=3)=[N:12][CH:13]=2)=[O:28])[CH:2]=[CH:3][CH:4]=[CH:5][CH:6]=1, predict the reactants needed to synthesize it. The reactants are: [C:1]1([S:7][C:8]2[CH:9]=[CH:10][C:11]([NH:14][C:15]3[S:16][CH:17]=[CH:18][N:19]=3)=[N:12][CH:13]=2)[CH:6]=[CH:5][CH:4]=[CH:3][CH:2]=1.ClC1C=CC=C(C(OO)=[O:28])C=1.S(OS([O-])=O)([O-])=O.[Na+].[Na+].